From a dataset of Catalyst prediction with 721,799 reactions and 888 catalyst types from USPTO. Predict which catalyst facilitates the given reaction. (1) The catalyst class is: 23. Product: [Cl:12][CH2:13][CH2:14][CH2:15][N:4]1[C:5]2[CH:10]=[CH:9][CH:8]=[CH:7][C:6]=2[O:1][CH2:2][C:3]1=[O:11]. Reactant: [O:1]1[C:6]2[CH:7]=[CH:8][CH:9]=[CH:10][C:5]=2[NH:4][C:3](=[O:11])[CH2:2]1.[Cl:12][CH2:13][CH2:14][CH2:15]I.C([O-])([O-])=O.[Cs+].[Cs+]. (2) Reactant: [Cl:1][C:2]1[CH:7]=[CH:6][N:5]([CH:8]2[CH2:13][CH2:12][CH2:11][CH2:10][CH:9]2[CH3:14])[C:4](=[O:15])[C:3]=1[CH:16]=[N:17]O.P(Cl)(Cl)(Cl)=O.C(=O)([O-])O.[Na+]. Product: [Cl:1][C:2]1[CH:7]=[CH:6][N:5]([CH:8]2[CH2:13][CH2:12][CH2:11][CH2:10][CH:9]2[CH3:14])[C:4](=[O:15])[C:3]=1[C:16]#[N:17]. The catalyst class is: 10. (3) Reactant: N#N.[CH3:3][O:4][C:5](=[O:30])[C:6]1[CH:11]=[CH:10][C:9]([CH3:12])=[C:8]([NH:13][C:14](=[O:29])[CH:15]=[CH:16][C:17]2[CH:22]=[CH:21][C:20]([O:23]C)=[C:19]([O:25]C)[C:18]=2[O:27]C)[CH:7]=1.B(Br)(Br)Br.O. Product: [CH3:12][C:9]1[CH:10]=[CH:11][C:6]([C:5]([OH:30])=[O:4])=[CH:7][C:8]=1[NH:13][C:14](=[O:29])[CH:15]=[CH:16][C:17]1[CH:22]=[CH:21][C:20]([OH:23])=[C:19]([OH:25])[C:18]=1[OH:27].[CH3:3][O:4][C:5](=[O:30])[C:6]1[CH:11]=[CH:10][C:9]([CH3:12])=[C:8]([NH:13][C:14](=[O:29])[CH:15]=[CH:16][C:17]2[CH:22]=[CH:21][C:20]([OH:23])=[C:19]([OH:25])[C:18]=2[OH:27])[CH:7]=1. The catalyst class is: 61. (4) Reactant: [O:1]1[C:5]2([CH2:9][CH:8]=[CH:7][CH2:6]2)[O:4][CH2:3][CH2:2]1.Cl[N:11]([Na])[S:12]([C:15]([CH3:18])([CH3:17])[CH3:16])(=[O:14])=[O:13].[Br-].[Br-].[Br-].C[N+](C)(C)C1C=CC=CC=1.C[N+](C1C=CC=CC=1)(C)C.C[N+](C1C=CC=CC=1)(C)C. Product: [CH3:16][C:15]([S:12]([N:11]1[CH:8]2[CH:7]1[CH2:6][C:5]1([CH2:9]2)[O:4][CH2:3][CH2:2][O:1]1)(=[O:14])=[O:13])([CH3:18])[CH3:17]. The catalyst class is: 10. (5) Reactant: [F:1][C:2]1[C:3]([C:27]2[CH:32]=[C:31]([F:33])[CH:30]=[CH:29][C:28]=2[O:34][CH3:35])=[C:4]2[CH:10]=[C:9]([C:11]3[CH2:26][CH:14]4[CH2:15][N:16]([CH2:18][C:19]([O:21]C(C)(C)C)=[O:20])[CH2:17][CH:13]4[CH:12]=3)[NH:8][C:5]2=[N:6][CH:7]=1.FC(F)(F)C(O)=O. Product: [F:1][C:2]1[C:3]([C:27]2[CH:32]=[C:31]([F:33])[CH:30]=[CH:29][C:28]=2[O:34][CH3:35])=[C:4]2[CH:10]=[C:9]([C:11]3[CH2:26][CH:14]4[CH2:15][N:16]([CH2:18][C:19]([OH:21])=[O:20])[CH2:17][CH:13]4[CH:12]=3)[NH:8][C:5]2=[N:6][CH:7]=1. The catalyst class is: 4. (6) Reactant: [Cl:1][C:2]1[N:7]=[C:6]2[N:8]=[C:9]([NH2:12])[CH:10]=[CH:11][C:5]2=[N:4][CH:3]=1.[CH2:13]([N:15]=[C:16]=[O:17])[CH3:14]. Product: [Cl:1][C:2]1[N:7]=[C:6]2[N:8]=[C:9]([NH:12][C:16]([NH:15][CH2:13][CH3:14])=[O:17])[CH:10]=[CH:11][C:5]2=[N:4][CH:3]=1. The catalyst class is: 17.